Dataset: NCI-60 drug combinations with 297,098 pairs across 59 cell lines. Task: Regression. Given two drug SMILES strings and cell line genomic features, predict the synergy score measuring deviation from expected non-interaction effect. (1) Drug 1: CC1CCC2CC(C(=CC=CC=CC(CC(C(=O)C(C(C(=CC(C(=O)CC(OC(=O)C3CCCCN3C(=O)C(=O)C1(O2)O)C(C)CC4CCC(C(C4)OC)O)C)C)O)OC)C)C)C)OC. Drug 2: C1C(C(OC1N2C=NC3=C2NC=NCC3O)CO)O. Cell line: U251. Synergy scores: CSS=24.8, Synergy_ZIP=-4.78, Synergy_Bliss=0.934, Synergy_Loewe=-9.94, Synergy_HSA=0.663. (2) Drug 1: C1CN1C2=NC(=NC(=N2)N3CC3)N4CC4. Drug 2: CC1C(C(CC(O1)OC2CC(OC(C2O)C)OC3=CC4=CC5=C(C(=O)C(C(C5)C(C(=O)C(C(C)O)O)OC)OC6CC(C(C(O6)C)O)OC7CC(C(C(O7)C)O)OC8CC(C(C(O8)C)O)(C)O)C(=C4C(=C3C)O)O)O)O. Cell line: PC-3. Synergy scores: CSS=32.4, Synergy_ZIP=-0.781, Synergy_Bliss=3.76, Synergy_Loewe=-9.98, Synergy_HSA=1.51. (3) Drug 1: C1=NC2=C(N=C(N=C2N1C3C(C(C(O3)CO)O)F)Cl)N. Drug 2: C1CN(CCN1C(=O)CCBr)C(=O)CCBr. Cell line: MCF7. Synergy scores: CSS=13.9, Synergy_ZIP=-4.53, Synergy_Bliss=-1.21, Synergy_Loewe=-0.250, Synergy_HSA=-0.469. (4) Drug 1: C1=CC(=CC=C1CCCC(=O)O)N(CCCl)CCCl. Drug 2: C1CNP(=O)(OC1)N(CCCl)CCCl. Cell line: COLO 205. Synergy scores: CSS=41.4, Synergy_ZIP=0.0357, Synergy_Bliss=-6.07, Synergy_Loewe=-18.1, Synergy_HSA=-4.66. (5) Drug 1: CC(C1=C(C=CC(=C1Cl)F)Cl)OC2=C(N=CC(=C2)C3=CN(N=C3)C4CCNCC4)N. Drug 2: C1=CC=C(C=C1)NC(=O)CCCCCCC(=O)NO. Cell line: T-47D. Synergy scores: CSS=3.28, Synergy_ZIP=-1.74, Synergy_Bliss=-1.45, Synergy_Loewe=-4.18, Synergy_HSA=-3.04. (6) Drug 1: C1=NC2=C(N1)C(=S)N=C(N2)N. Drug 2: C1CN1P(=S)(N2CC2)N3CC3. Cell line: RPMI-8226. Synergy scores: CSS=44.8, Synergy_ZIP=-6.19, Synergy_Bliss=-5.41, Synergy_Loewe=-8.72, Synergy_HSA=-3.38.